This data is from Full USPTO retrosynthesis dataset with 1.9M reactions from patents (1976-2016). The task is: Predict the reactants needed to synthesize the given product. Given the product [Cl:8][C:6]1[N:5]=[CH:4][N:3]=[C:2]([NH:23][C:20]2[CH:19]=[CH:18][C:17]([NH:16][C:9](=[O:10])[O:11][C:12]([CH3:14])([CH3:13])[CH3:15])=[CH:22][CH:21]=2)[CH:7]=1, predict the reactants needed to synthesize it. The reactants are: Cl[C:2]1[CH:7]=[C:6]([Cl:8])[N:5]=[CH:4][N:3]=1.[C:9]([NH:16][C:17]1[CH:22]=[CH:21][C:20]([NH2:23])=[CH:19][CH:18]=1)([O:11][C:12]([CH3:15])([CH3:14])[CH3:13])=[O:10].C(N(C(C)C)CC)(C)C.